From a dataset of Full USPTO retrosynthesis dataset with 1.9M reactions from patents (1976-2016). Predict the reactants needed to synthesize the given product. (1) The reactants are: F[C:2]1[CH:7]=[C:6]([O:8][CH3:9])[C:5]([N+:10]([O-:12])=[O:11])=[CH:4][C:3]=1[CH3:13].[CH3:14][N:15]1[CH2:20][CH2:19][N:18]([CH:21]2[CH2:26][CH2:25][NH:24][CH2:23][CH2:22]2)[CH2:17][CH2:16]1.C(=O)([O-])[O-].[K+].[K+].C(Cl)Cl. Given the product [CH3:9][O:8][C:6]1[C:5]([N+:10]([O-:12])=[O:11])=[CH:4][C:3]([CH3:13])=[C:2]([N:24]2[CH2:23][CH2:22][CH:21]([N:18]3[CH2:17][CH2:16][N:15]([CH3:14])[CH2:20][CH2:19]3)[CH2:26][CH2:25]2)[CH:7]=1, predict the reactants needed to synthesize it. (2) Given the product [CH2:1]([O:3][C:4]([C:5]1[CH:6]=[C:7]([CH3:8])[N:20]([C:14]2[C:13]([Cl:12])=[CH:18][CH:17]=[CH:16][C:15]=2[Cl:19])[N:21]=1)=[O:11])[CH3:2], predict the reactants needed to synthesize it. The reactants are: [CH2:1]([O:3][C:4](=[O:11])[C:5](=O)[CH2:6][C:7](=O)[CH3:8])[CH3:2].[Cl:12][C:13]1[CH:18]=[CH:17][CH:16]=[C:15]([Cl:19])[C:14]=1[NH:20][NH2:21].C(O)(=O)C. (3) Given the product [CH3:1][N:2]([C:3]1[CH:4]=[CH:5][CH:6]=[C:7]([C:9]2[S:10][C:11]3[CH:19]=[CH:18][CH:17]=[CH:16][C:12]=3[C:13](=[O:15])[N:14]=2)[N:8]=1)[C:20](=[O:22])[CH3:21], predict the reactants needed to synthesize it. The reactants are: [CH3:1][NH:2][C:3]1[N:8]=[C:7]([C:9]2[S:10][C:11]3[CH:19]=[CH:18][CH:17]=[CH:16][C:12]=3[C:13](=[O:15])[N:14]=2)[CH:6]=[CH:5][CH:4]=1.[C:20](Cl)(=[O:22])[CH3:21].CN(C)C(=O)C. (4) Given the product [NH2:31][C:30]1[N:32]=[CH:4][C:5]2[CH2:6][CH2:7][CH2:8][C:9]3[CH:14]=[C:13]([N:15]4[CH2:19][C@H:18]([CH2:20][NH:21][C:22](=[O:24])[CH3:23])[O:17][C:16]4=[O:25])[CH:12]=[N:11][C:10]=3[C:26]=2[N:29]=1, predict the reactants needed to synthesize it. The reactants are: CN([CH:4]=[C:5]1[C:26](=O)[C:10]2=[N:11][CH:12]=[C:13]([N:15]3[CH2:19][C@H:18]([CH2:20][NH:21][C:22](=[O:24])[CH3:23])[O:17][C:16]3=[O:25])[CH:14]=[C:9]2[CH2:8][CH2:7][CH2:6]1)C.Cl.[NH2:29][C:30]([NH2:32])=[NH:31].C([O-])([O-])=O.[K+].[K+].O.